This data is from Forward reaction prediction with 1.9M reactions from USPTO patents (1976-2016). The task is: Predict the product of the given reaction. (1) The product is: [Cl:1][C:2]1[CH:7]=[CH:6][C:5]([C:8]2([O:28][CH2:37][C:29]3[CH:34]=[CH:33][C:32]([CH2:35][OH:36])=[CH:31][CH:30]=3)[C:16]3[C:11](=[CH:12][CH:13]=[CH:14][CH:15]=3)[C:10](=[O:17])[N:9]2[CH2:18][C:19]2[CH:24]=[CH:23][C:22]([N+:25]([O-:27])=[O:26])=[CH:21][CH:20]=2)=[CH:4][CH:3]=1. Given the reactants [Cl:1][C:2]1[CH:7]=[CH:6][C:5]([C:8]2([OH:28])[C:16]3[C:11](=[CH:12][CH:13]=[CH:14][CH:15]=3)[C:10](=[O:17])[N:9]2[CH2:18][C:19]2[CH:24]=[CH:23][C:22]([N+:25]([O-:27])=[O:26])=[CH:21][CH:20]=2)=[CH:4][CH:3]=1.[C:29]1([CH2:37]O)[CH:34]=[CH:33][C:32]([CH2:35][OH:36])=[CH:31][CH:30]=1, predict the reaction product. (2) Given the reactants [OH:1][CH2:2][CH2:3][CH2:4][N:5]1[CH2:10][CH2:9][O:8][CH2:7][CH2:6]1.CCN(CC)CC.[CH3:18][S:19](Cl)(=[O:21])=[O:20], predict the reaction product. The product is: [CH3:18][S:19]([O:1][CH2:2][CH2:3][CH2:4][N:5]1[CH2:10][CH2:9][O:8][CH2:7][CH2:6]1)(=[O:21])=[O:20]. (3) Given the reactants [CH:1]([N:4]1[C:8]([C:9]2[N:18]=[C:17]3[N:11]([CH2:12][CH2:13][O:14][C:15]4[CH:22]=[C:21](O)[N:20]=[CH:19][C:16]=43)[CH:10]=2)=[N:7][CH:6]=[N:5]1)([CH3:3])[CH3:2].Cl.[NH2:25][CH2:26][C:27]([NH2:29])=[O:28], predict the reaction product. The product is: [CH:1]([N:4]1[C:8]([C:9]2[N:18]=[C:17]3[C:16]4[CH:19]=[N:20][C:21]([NH:25][CH2:26][C:27]([NH2:29])=[O:28])=[CH:22][C:15]=4[O:14][CH2:13][CH2:12][N:11]3[CH:10]=2)=[N:7][CH:6]=[N:5]1)([CH3:2])[CH3:3]. (4) Given the reactants [CH3:1][O:2][C:3](=[O:66])[NH:4][CH:5]([C:60]1[CH:65]=[CH:64][CH:63]=[CH:62][CH:61]=1)[C:6](=[O:59])[N:7]1[CH2:11][CH2:10][CH2:9][CH:8]1[C:12]1[NH:13][C:14]([C:17]2[CH:26]=[CH:25][C:24]3[C:19](=[CH:20][CH:21]=[C:22]([C:27]4[CH:28]=[C:29]5[C:56](=[CH:57][CH:58]=4)[C:33]4[NH:34][C:35]([CH:37]6[CH2:41][CH2:40][CH2:39][N:38]6[C:42](=[O:55])[CH:43]([NH:50][C:51](=[O:54])[CH2:52][CH3:53])[CH:44]6[CH2:49][CH2:48][O:47][CH2:46][CH2:45]6)=[N:36][C:32]=4[CH2:31][CH2:30]5)[CH:23]=3)[CH:18]=2)=[CH:15][N:16]=1.[C:67](Cl)(=O)CC, predict the reaction product. The product is: [CH3:1][O:2][C:3](=[O:66])[NH:4][CH:5]([C:60]1[CH:65]=[CH:64][CH:63]=[CH:62][CH:61]=1)[C:6]([N:7]1[CH2:11][CH2:10][CH2:9][CH:8]1[C:12]1[NH:13][C:14]([C:17]2[CH:26]=[CH:25][C:24]3[C:19](=[CH:20][CH:21]=[C:22]([C:27]4[CH:28]=[C:29]5[C:56](=[CH:57][CH:58]=4)[C:33]4[NH:34][C:35]([CH:37]6[CH2:41][CH2:40][CH2:39][N:38]6[C:42](=[O:55])[CH:43]([NH:50][C:51]([CH:52]6[CH2:67][CH2:53]6)=[O:54])[CH:44]6[CH2:49][CH2:48][O:47][CH2:46][CH2:45]6)=[N:36][C:32]=4[CH2:31][CH2:30]5)[CH:23]=3)[CH:18]=2)=[CH:15][N:16]=1)=[O:59]. (5) Given the reactants [CH3:1][O:2][C:3]1[CH:8]=[CH:7][C:6]([O:9][CH3:10])=[CH:5][C:4]=1[CH2:11][CH2:12][NH2:13].[N+:14]([O-])([OH:16])=[O:15].O.[OH-].[Na+], predict the reaction product. The product is: [CH3:1][O:2][C:3]1[CH:8]=[C:7]([N+:14]([O-:16])=[O:15])[C:6]([O:9][CH3:10])=[CH:5][C:4]=1[CH2:11][CH2:12][NH2:13]. (6) Given the reactants [CH3:1][O:2][C:3](=[O:47])[NH:4][C@@H:5]([CH:44]([CH3:46])[CH3:45])[C:6]([N:8]1[CH2:12][C@@H:11]([CH3:13])[CH2:10][C@H:9]1[C:14]1[NH:18][C:17]2[C:19]3[C:24]([CH:25]=[CH:26][C:16]=2[N:15]=1)=[CH:23][C:22]1[C:27]2[C:32]([CH2:33][O:34][C:21]=1[CH:20]=3)=[CH:31][C:30](B1OC(C)(C)C(C)(C)O1)=[CH:29][CH:28]=2)=[O:7].Br[C:49]1[NH:53][C:52]([C@@H:54]2[CH2:58][CH2:57][CH2:56][N:55]2[C:59]([O:61][C:62]([CH3:65])([CH3:64])[CH3:63])=[O:60])=[N:51][CH:50]=1.C([O-])([O-])=O.[K+].[K+], predict the reaction product. The product is: [CH3:1][O:2][C:3]([NH:4][C@H:5]([C:6]([N:8]1[CH2:12][C@@H:11]([CH3:13])[CH2:10][C@H:9]1[C:14]1[NH:18][C:17]2[C:19]3[C:24]([CH:25]=[CH:26][C:16]=2[N:15]=1)=[CH:23][C:22]1[C:27]2[C:32]([CH2:33][O:34][C:21]=1[CH:20]=3)=[CH:31][C:30]([C:49]1[NH:53][C:52]([C@@H:54]3[CH2:58][CH2:57][CH2:56][N:55]3[C:59]([O:61][C:62]([CH3:65])([CH3:64])[CH3:63])=[O:60])=[N:51][CH:50]=1)=[CH:29][CH:28]=2)=[O:7])[CH:44]([CH3:46])[CH3:45])=[O:47]. (7) Given the reactants [OH:1][CH2:2][C@H:3]1[CH2:7][CH2:6][CH2:5][N:4]1[CH2:8][CH2:9][C:10]1[O:11][C:12]([C:14]2[C:19]([CH:20]=1)=[C:18]([CH3:21])[CH:17]=[CH:16][CH:15]=2)=[O:13].[ClH:22], predict the reaction product. The product is: [ClH:22].[OH:1][CH2:2][C@H:3]1[CH2:7][CH2:6][CH2:5][N:4]1[CH2:8][CH2:9][C:10]1[O:11][C:12]([C:14]2[C:19]([CH:20]=1)=[C:18]([CH3:21])[CH:17]=[CH:16][CH:15]=2)=[O:13]. (8) The product is: [C:3]([C:6]1[N:11]=[C:10]([C:12]2[CH:13]=[CH:14][C:15]([C:18]3[C:23]([F:24])=[CH:22][C:21]([CH2:25][C:26]([OH:28])=[O:27])=[CH:20][C:19]=3[F:30])=[CH:16][CH:17]=2)[C:9]([CH3:31])=[N:8][C:7]=1[CH3:32])(=[O:5])[NH2:4]. Given the reactants [OH-].[K+].[C:3]([C:6]1[N:11]=[C:10]([C:12]2[CH:17]=[CH:16][C:15]([C:18]3[C:23]([F:24])=[CH:22][C:21]([CH2:25][C:26]([O:28]C)=[O:27])=[CH:20][C:19]=3[F:30])=[CH:14][CH:13]=2)[C:9]([CH3:31])=[N:8][C:7]=1[CH3:32])(=[O:5])[NH2:4].Cl, predict the reaction product.